Dataset: Peptide-MHC class I binding affinity with 185,985 pairs from IEDB/IMGT. Task: Regression. Given a peptide amino acid sequence and an MHC pseudo amino acid sequence, predict their binding affinity value. This is MHC class I binding data. The peptide sequence is VQGYERIMY. The MHC is HLA-B35:01 with pseudo-sequence HLA-B35:01. The binding affinity (normalized) is 0.0847.